From a dataset of Reaction yield outcomes from USPTO patents with 853,638 reactions. Predict the reaction yield, written as a fraction of the theoretical maximum amount of product (1.0 means a 100% yield; for example, 0.34 means a 34% yield). (1) The reactants are Cl.[NH:2]1[CH2:7][CH2:6][CH2:5][CH:4]([CH2:8][N:9]2[C:17]3[CH2:16][CH2:15][N:14]([C:18](=[O:20])[CH3:19])[CH2:13][C:12]=3[C:11]([NH:21][C:22]3[CH:23]=[C:24]([CH3:28])[CH:25]=[CH:26][CH:27]=3)=[N:10]2)[CH2:3]1.C=O.[CH3:31]CN(CC)CC.[BH-](OC(C)=O)(OC(C)=O)OC(C)=O.[Na+]. The catalyst is C(Cl)Cl. The product is [CH3:31][N:2]1[CH2:7][CH2:6][CH2:5][CH:4]([CH2:8][N:9]2[C:17]3[CH2:16][CH2:15][N:14]([C:18](=[O:20])[CH3:19])[CH2:13][C:12]=3[C:11]([NH:21][C:22]3[CH:23]=[C:24]([CH3:28])[CH:25]=[CH:26][CH:27]=3)=[N:10]2)[CH2:3]1. The yield is 0.280. (2) The reactants are [N:1]1[CH:6]=[CH:5][CH:4]=[C:3]([NH:7][C:8](=[O:15])OCC(Cl)(Cl)Cl)[CH:2]=1.Cl.Cl.[F:18][C:19]1[CH:20]=[C:21]([C:26]2[CH:31]=[CH:30][N:29]=[C:28]([N:32]3[CH2:37][CH2:36][NH:35][CH2:34][CH2:33]3)[N:27]=2)[CH:22]=[CH:23][C:24]=1[F:25]. The catalyst is O1CCCC1.CCCCCC. The product is [F:18][C:19]1[CH:20]=[C:21]([C:26]2[CH:31]=[CH:30][N:29]=[C:28]([N:32]3[CH2:37][CH2:36][N:35]([C:8]([NH:7][C:3]4[CH:2]=[N:1][CH:6]=[CH:5][CH:4]=4)=[O:15])[CH2:34][CH2:33]3)[N:27]=2)[CH:22]=[CH:23][C:24]=1[F:25]. The yield is 0.210.